From a dataset of Full USPTO retrosynthesis dataset with 1.9M reactions from patents (1976-2016). Predict the reactants needed to synthesize the given product. (1) Given the product [F:1][C:2]1[CH:10]=[C:9]2[C:5]([C:6]([C:20]3[CH:21]=[C:22]4[NH:27][C:30](=[O:31])[NH:26][C:23]4=[N:24][CH:25]=3)=[CH:7][N:8]2[S:11]([C:14]2[CH:15]=[CH:16][CH:17]=[CH:18][CH:19]=2)(=[O:12])=[O:13])=[CH:4][CH:3]=1, predict the reactants needed to synthesize it. The reactants are: [F:1][C:2]1[CH:10]=[C:9]2[C:5]([C:6]([C:20]3[CH:21]=[C:22]([NH2:27])[C:23]([NH2:26])=[N:24][CH:25]=3)=[CH:7][N:8]2[S:11]([C:14]2[CH:19]=[CH:18][CH:17]=[CH:16][CH:15]=2)(=[O:13])=[O:12])=[CH:4][CH:3]=1.C1C[O:31][CH2:30]C1. (2) Given the product [Br:1][C:2]1[C:7]2[N:8]=[C:9]([CH3:20])[N:10]([CH2:11][C:12]3[CH:17]=[CH:16][CH:15]=[C:14]([Cl:18])[C:13]=3[CH3:19])[C:6]=2[CH:5]=[C:4]([N:21]2[CH2:27][CH2:26][O:25][CH2:24][CH2:23]2)[CH:3]=1, predict the reactants needed to synthesize it. The reactants are: [Br:1][C:2]1[C:7]2[N:8]=[C:9]([CH3:20])[N:10]([CH2:11][C:12]3[CH:17]=[CH:16][CH:15]=[C:14]([Cl:18])[C:13]=3[CH3:19])[C:6]=2[CH:5]=[C:4]([NH2:21])[CH:3]=1.Br[CH2:23][CH2:24][O:25][CH2:26][CH2:27]Br.CCN(C(C)C)C(C)C. (3) Given the product [CH2:15]1[C@H:19]2[CH2:20][CH2:21][CH2:22][C@H:18]2[CH2:17][N:16]1[CH2:2][CH2:3][CH2:4][O:5][C:6]1[CH:14]=[CH:13][C:9]([C:10]([NH2:12])=[O:11])=[CH:8][CH:7]=1, predict the reactants needed to synthesize it. The reactants are: Cl[CH2:2][CH2:3][CH2:4][O:5][C:6]1[CH:14]=[CH:13][C:9]([C:10]([NH2:12])=[O:11])=[CH:8][CH:7]=1.[CH2:15]1[C@H:19]2[CH2:20][CH2:21][CH2:22][C@H:18]2[CH2:17][NH:16]1.O.C(O)(C)C. (4) Given the product [CH3:18][O:19][C:20]([C@:22]12[CH2:28][CH:27]([CH3:30])[CH:26]1[CH2:25][N:24]([C:31]([O:33][CH2:34][C:35]1[CH:40]=[CH:39][CH:38]=[CH:37][CH:36]=1)=[O:32])[CH2:23]2)=[O:21], predict the reactants needed to synthesize it. The reactants are: C[Si](C)(C)[N-][Si](C)(C)C.[K+].C1(C)C=CC=CC=1.[CH3:18][O:19][C:20]([CH:22]1[CH:26]([C@H:27]([CH3:30])[CH2:28]I)[CH2:25][N:24]([C:31]([O:33][CH2:34][C:35]2[CH:40]=[CH:39][CH:38]=[CH:37][CH:36]=2)=[O:32])[CH2:23]1)=[O:21].[Cl-].[NH4+].